Task: Predict the reactants needed to synthesize the given product.. Dataset: Full USPTO retrosynthesis dataset with 1.9M reactions from patents (1976-2016) (1) Given the product [CH3:17][S:18][CH2:19][C:20]([NH:1][N:2]1[N:11]=[C:10]([C:12]([F:15])([F:13])[F:14])[C:9]2[C:4](=[CH:5][CH:6]=[CH:7][CH:8]=2)[C:3]1=[O:16])=[O:21], predict the reactants needed to synthesize it. The reactants are: [NH2:1][N:2]1[N:11]=[C:10]([C:12]([F:15])([F:14])[F:13])[C:9]2[C:4](=[CH:5][CH:6]=[CH:7][CH:8]=2)[C:3]1=[O:16].[CH3:17][S:18][CH2:19][C:20](O)=[O:21]. (2) Given the product [ClH:1].[Cl:1][CH2:2][C@H:3]([C:5]1[CH:6]=[N:7][CH:8]=[CH:9][CH:10]=1)[OH:4], predict the reactants needed to synthesize it. The reactants are: [Cl:1][CH2:2][C@H:3]([C:5]1[CH:6]=[N:7][CH:8]=[CH:9][CH:10]=1)[OH:4].COC(C)(C)C. (3) Given the product [C:1]([C:5]1[CH:10]=[C:9]([NH:11][S:12]([CH3:15])(=[O:14])=[O:13])[C:8]([O:16][CH3:17])=[C:7]([NH:18][C:19](=[O:20])[NH:21][C:22]2[C:31]3[C:26](=[CH:27][CH:28]=[CH:29][CH:30]=3)[C:25]([O:32][C:33]3[CH:38]=[CH:37][N:36]=[C:35]([NH:40][C:41]4[CH:58]=[C:57]([O:59][CH3:60])[C:44]([C:45]([NH:47][CH2:48][CH2:49][CH2:50][N:51]5[CH2:56][CH2:55][O:54][CH2:53][CH2:52]5)=[O:46])=[C:43]([O:61][CH3:62])[CH:42]=4)[CH:34]=3)=[CH:24][CH:23]=2)[CH:6]=1)([CH3:4])([CH3:3])[CH3:2], predict the reactants needed to synthesize it. The reactants are: [C:1]([C:5]1[CH:6]=[C:7]([NH:18][C:19]([NH:21][C:22]2[C:31]3[C:26](=[CH:27][CH:28]=[CH:29][CH:30]=3)[C:25]([O:32][C:33]3[CH:38]=[CH:37][N:36]=[C:35](Cl)[CH:34]=3)=[CH:24][CH:23]=2)=[O:20])[C:8]([O:16][CH3:17])=[C:9]([NH:11][S:12]([CH3:15])(=[O:14])=[O:13])[CH:10]=1)([CH3:4])([CH3:3])[CH3:2].[NH2:40][C:41]1[CH:58]=[C:57]([O:59][CH3:60])[C:44]([C:45]([NH:47][CH2:48][CH2:49][CH2:50][N:51]2[CH2:56][CH2:55][O:54][CH2:53][CH2:52]2)=[O:46])=[C:43]([O:61][CH3:62])[CH:42]=1.C([O-])([O-])=O.[K+].[K+].CC(C1C=C(C(C)C)C(C2C(P(C3CCCCC3)C3CCCCC3)=C(OC)C=CC=2OC)=C(C(C)C)C=1)C. (4) Given the product [C:46]([C:20]1[C:19]2[C:23](=[CH:24][C:16]([O:15][CH2:14][P:9](=[O:8])([OH:10])[OH:13])=[CH:17][CH:18]=2)[N:22]([CH2:25][C:26]([N:28]2[CH2:32][C@H:31]([F:33])[CH2:30][C@H:29]2[C:34](=[O:45])[NH:35][CH2:36][C:37]2[CH:42]=[CH:41][CH:40]=[C:39]([Cl:43])[C:38]=2[F:44])=[O:27])[CH:21]=1)(=[O:48])[CH3:47], predict the reactants needed to synthesize it. The reactants are: C[Si](Br)(C)C.C([O:8][P:9]([CH2:14][O:15][C:16]1[CH:24]=[C:23]2[C:19]([C:20]([C:46](=[O:48])[CH3:47])=[CH:21][N:22]2[CH2:25][C:26]([N:28]2[CH2:32][C@H:31]([F:33])[CH2:30][C@H:29]2[C:34](=[O:45])[NH:35][CH2:36][C:37]2[CH:42]=[CH:41][CH:40]=[C:39]([Cl:43])[C:38]=2[F:44])=[O:27])=[CH:18][CH:17]=1)(=[O:13])[O:10]CC)C. (5) Given the product [Cl:22][C:20]1[CH:19]=[CH:18][C:17]([O:23][CH2:24][C:25]2[CH:26]=[CH:27][CH:28]=[CH:29][CH:30]=2)=[C:16]([C:12]2[CH2:13][CH2:14][CH2:15][C:11]=2[C:7]2[CH:6]=[C:5]([CH:10]=[CH:9][CH:8]=2)[C:4]([OH:31])=[O:3])[CH:21]=1, predict the reactants needed to synthesize it. The reactants are: C([O:3][C:4](=[O:31])[C:5]1[CH:10]=[CH:9][CH:8]=[C:7]([C:11]2[CH2:15][CH2:14][CH2:13][C:12]=2[C:16]2[CH:21]=[C:20]([Cl:22])[CH:19]=[CH:18][C:17]=2[O:23][CH2:24][C:25]2[CH:30]=[CH:29][CH:28]=[CH:27][CH:26]=2)[CH:6]=1)C. (6) Given the product [CH3:1][C:2]1[C:18]([CH3:19])=[CH:17][C:5]2[N:6]([CH2:9][O:10][CH2:11][CH2:12][Si:13]([CH3:14])([CH3:16])[CH3:15])[C:7]([C:29](=[O:30])[CH3:28])=[N:8][C:4]=2[CH:3]=1, predict the reactants needed to synthesize it. The reactants are: [CH3:1][C:2]1[C:18]([CH3:19])=[CH:17][C:5]2[N:6]([CH2:9][O:10][CH2:11][CH2:12][Si:13]([CH3:16])([CH3:15])[CH3:14])[CH:7]=[N:8][C:4]=2[CH:3]=1.C([N-]C(C)C)(C)C.[Li+].[CH3:28][C:29](N(C)C)=[O:30].